This data is from Full USPTO retrosynthesis dataset with 1.9M reactions from patents (1976-2016). The task is: Predict the reactants needed to synthesize the given product. (1) Given the product [Cl:25][C:26]1[N:30]2[CH:31]=[C:32]([C:39]3[CH:43]=[CH:42][O:41][CH:40]=3)[CH:33]=[C:34]([C:35]([F:38])([F:36])[F:37])[C:29]2=[N:28][C:27]=1[C:44]([N:54]1[CH2:55][CH2:56][CH2:57][C:53]1([C:47]1[CH:52]=[CH:51][CH:50]=[CH:49][CH:48]=1)[C:58]([OH:60])=[O:59])=[O:45], predict the reactants needed to synthesize it. The reactants are: CN(C(ON1N=NC2C=CC=NC1=2)=[N+](C)C)C.F[P-](F)(F)(F)(F)F.[Cl:25][C:26]1[N:30]2[CH:31]=[C:32]([C:39]3[CH:43]=[CH:42][O:41][CH:40]=3)[CH:33]=[C:34]([C:35]([F:38])([F:37])[F:36])[C:29]2=[N:28][C:27]=1[C:44](O)=[O:45].[C:47]1([C:53]2([C:58]([OH:60])=[O:59])[CH2:57][CH2:56][CH2:55][NH:54]2)[CH:52]=[CH:51][CH:50]=[CH:49][CH:48]=1. (2) Given the product [N:18]1[CH:19]=[CH:20][CH:21]=[CH:22][C:17]=1[O:1][C:2]1[CH:7]=[CH:6][N:5]2[C:8]([C:11]([O:13][CH2:14][CH3:15])=[O:12])=[CH:9][N:10]=[C:4]2[CH:3]=1, predict the reactants needed to synthesize it. The reactants are: [OH:1][C:2]1[CH:7]=[CH:6][N:5]2[C:8]([C:11]([O:13][CH2:14][CH3:15])=[O:12])=[CH:9][N:10]=[C:4]2[CH:3]=1.F[C:17]1[CH:22]=[CH:21][CH:20]=[CH:19][N:18]=1.C([O-])([O-])=O.[K+].[K+]. (3) The reactants are: [F:1][C:2]1[CH:14]=[CH:13][C:5]([CH2:6][CH:7]2[CH2:12][CH2:11][NH:10][CH2:9][CH2:8]2)=[CH:4][CH:3]=1.[CH3:15][C:16]([CH:18]=[CH2:19])=[O:17]. Given the product [F:1][C:2]1[CH:3]=[CH:4][C:5]([CH2:6][CH:7]2[CH2:8][CH2:9][N:10]([CH2:19][CH2:18][C:16](=[O:17])[CH3:15])[CH2:11][CH2:12]2)=[CH:13][CH:14]=1, predict the reactants needed to synthesize it. (4) Given the product [Cl:1][C:2]1[CH:7]=[C:6]([Cl:8])[CH:5]=[CH:4][C:3]=1[C:9]1[CH:18]=[CH:17][C:12]2[N:13]=[CH:14][N:15]([CH3:16])[C:11]=2[C:10]=1[CH2:19][NH2:20], predict the reactants needed to synthesize it. The reactants are: [Cl:1][C:2]1[CH:7]=[C:6]([Cl:8])[CH:5]=[CH:4][C:3]=1[C:9]1[CH:18]=[CH:17][C:12]2[N:13]=[CH:14][N:15]([CH3:16])[C:11]=2[C:10]=1[C:19]#[N:20].Cl.[OH-].[NH4+]. (5) Given the product [F:1][C:2]1[CH:7]=[C:6]([F:8])[CH:5]=[CH:4][C:3]=1[NH:9][C:10]1[CH:15]=[CH:14][C:13]([C:16]([C:18]2[CH:23]=[C:22]([OH:24])[CH:21]=[CH:20][C:19]=2[CH3:34])=[O:17])=[C:12]([N+:35]([O-:37])=[O:36])[CH:11]=1, predict the reactants needed to synthesize it. The reactants are: [F:1][C:2]1[CH:7]=[C:6]([F:8])[CH:5]=[CH:4][C:3]=1[NH:9][C:10]1[CH:15]=[CH:14][C:13]([C:16]([C:18]2[CH:23]=[C:22]([O:24]CC3C=CC(OC)=CC=3)[CH:21]=[CH:20][C:19]=2[CH3:34])=[O:17])=[C:12]([N+:35]([O-:37])=[O:36])[CH:11]=1.C(O)(C(F)(F)F)=O. (6) Given the product [CH2:14]([NH:17][C:4]1[C:5]([N+:8]([O-:10])=[O:9])=[CH:6][CH:7]=[C:2]([F:1])[C:3]=1[CH:12]=[CH2:13])[CH:15]=[CH2:16], predict the reactants needed to synthesize it. The reactants are: [F:1][C:2]1[CH:7]=[CH:6][C:5]([N+:8]([O-:10])=[O:9])=[C:4](F)[C:3]=1[CH:12]=[CH2:13].[CH2:14]([NH2:17])[CH:15]=[CH2:16].C(=O)([O-])[O-].[K+].[K+]. (7) Given the product [NH2:1][CH2:4][C@@H:5]1[CH2:7][C@H:6]1[C:8]([O:10][CH2:11][CH3:12])=[O:9], predict the reactants needed to synthesize it. The reactants are: [N:1]([CH2:4][C@@H:5]1[CH2:7][C@H:6]1[C:8]([O:10][CH2:11][CH3:12])=[O:9])=[N+]=[N-].[H][H]. (8) Given the product [N:1]1[CH:2]=[CH:3][C:4]([CH:7]([NH:9][C:10]([C:12]2[C:20]3[C:15](=[N:16][CH:17]=[C:18]([C:21]4[C:29]5[C:24](=[CH:25][C:26]([F:30])=[CH:27][CH:28]=5)[N:23]([CH2:43][CH2:44][N:45]5[CH2:50][CH2:49][O:48][CH2:47][CH2:46]5)[N:22]=4)[N:19]=3)[N:14]([CH2:31][O:32][CH2:33][CH2:34][Si:35]([CH3:37])([CH3:36])[CH3:38])[CH:13]=2)=[O:11])[CH3:8])=[CH:5][CH:6]=1, predict the reactants needed to synthesize it. The reactants are: [N:1]1[CH:6]=[CH:5][C:4]([CH:7]([NH:9][C:10]([C:12]2[C:20]3[C:15](=[N:16][CH:17]=[C:18]([C:21]4[C:29]5[C:24](=[CH:25][C:26]([F:30])=[CH:27][CH:28]=5)[NH:23][N:22]=4)[N:19]=3)[N:14]([CH2:31][O:32][CH2:33][CH2:34][Si:35]([CH3:38])([CH3:37])[CH3:36])[CH:13]=2)=[O:11])[CH3:8])=[CH:3][CH:2]=1.[H-].[Na+].Cl.Br[CH2:43][CH2:44][N:45]1[CH2:50][CH2:49][O:48][CH2:47][CH2:46]1. (9) Given the product [CH3:66][O:65][C:63]([NH:62][C@@H:58]([C@H:57]([O:56][CH3:55])[CH3:67])[C:59]([N:7]1[CH2:8][C@@H:4]([CH2:3][O:2][CH3:1])[CH2:5][C@H:6]1[C:9]1[NH:10][C:11]([C:14]2[CH:27]=[C:26]3[O:28][CH2:29][C:23]4[C:24]5[C:25]3=[C:16]([CH2:17][O:18][C:19]=5[CH:20]=[C:21]([C:30]3[NH:34][C:33]([C@@H:35]5[CH2:39][C@H:38]([CH3:40])[CH2:37][N:36]5[C:41](=[O:54])[C@H:42]([NH:49][C:50](=[O:53])[O:51][CH3:52])[C:43]5[CH:44]=[CH:45][CH:46]=[CH:47][CH:48]=5)=[N:32][CH:31]=3)[CH:22]=4)[CH:15]=2)=[CH:12][N:13]=1)=[O:60])=[O:64], predict the reactants needed to synthesize it. The reactants are: [CH3:1][O:2][CH2:3][C@@H:4]1[CH2:8][NH:7][C@H:6]([C:9]2[NH:10][C:11]([C:14]3[CH:27]=[C:26]4[O:28][CH2:29][C:23]5[C:24]6[C:25]4=[C:16]([CH2:17][O:18][C:19]=6[CH:20]=[C:21]([C:30]4[NH:34][C:33]([C@@H:35]6[CH2:39][C@H:38]([CH3:40])[CH2:37][N:36]6[C:41](=[O:54])[C@H:42]([NH:49][C:50](=[O:53])[O:51][CH3:52])[C:43]6[CH:48]=[CH:47][CH:46]=[CH:45][CH:44]=6)=[N:32][CH:31]=4)[CH:22]=5)[CH:15]=3)=[CH:12][N:13]=2)[CH2:5]1.[CH3:55][O:56][C@H:57]([CH3:67])[C@H:58]([NH:62][C:63]([O:65][CH3:66])=[O:64])[C:59](O)=[O:60].CN(C(ON1N=NC2C=CC=NC1=2)=[N+](C)C)C.F[P-](F)(F)(F)(F)F. (10) Given the product [CH3:1][O:2][C:3]1[CH:4]=[CH:5][C:6]([C:9]2[CH:10]([C:11]3[CH:12]=[CH:13][CH:14]=[CH:15][CH:16]=3)[C:26]([C:25]([F:32])([F:31])[F:24])([OH:27])[O:18][N:17]=2)=[CH:7][CH:8]=1, predict the reactants needed to synthesize it. The reactants are: [CH3:1][O:2][C:3]1[CH:8]=[CH:7][C:6]([C:9](=[N:17][OH:18])[CH2:10][C:11]2[CH:16]=[CH:15][CH:14]=[CH:13][CH:12]=2)=[CH:5][CH:4]=1.[Li]CCCC.[F:24][C:25]([F:32])([F:31])[C:26](OCC)=[O:27].